From a dataset of Full USPTO retrosynthesis dataset with 1.9M reactions from patents (1976-2016). Predict the reactants needed to synthesize the given product. (1) Given the product [CH:21]1([NH:18][C:2]2[N:10]=[C:9]([F:11])[N:8]=[C:7]3[C:3]=2[N:4]=[CH:5][N:6]3[CH:12]([CH3:14])[CH3:13])[CH2:23][CH2:22]1, predict the reactants needed to synthesize it. The reactants are: Cl[C:2]1[N:10]=[C:9]([F:11])[N:8]=[C:7]2[C:3]=1[N:4]=[CH:5][N:6]2[CH:12]([CH3:14])[CH3:13].C([N:18]([CH:21]([CH3:23])[CH3:22])CC)(C)C.C1(N)CC1. (2) Given the product [ClH:17].[CH3:1][C@@H:2]([NH:8][CH2:19][CH2:18][C:14]#[N:13])[CH2:3][CH2:4][CH2:5][CH2:6][CH3:7], predict the reactants needed to synthesize it. The reactants are: [CH3:1][C@@H:2]([NH2:8])[CH2:3][CH2:4][CH2:5][CH2:6][CH3:7].FC(F)(F)C([N:13]1C[CH2:19][CH2:18][C@H:14]1C([Cl:17])=O)=O. (3) The reactants are: [Li][CH2:2]CCC.[Br:6][C:7]1[CH:12]=[CH:11][C:10]([C:13]2[C:14]([CH:20]=O)=[CH:15][CH:16]=[C:17]([Cl:19])[CH:18]=2)=[CH:9][CH:8]=1. Given the product [Br:6][C:7]1[CH:12]=[CH:11][C:10]([C:13]2[CH:18]=[C:17]([Cl:19])[CH:16]=[CH:15][C:14]=2[CH:20]=[CH2:2])=[CH:9][CH:8]=1, predict the reactants needed to synthesize it.